This data is from Peptide-MHC class I binding affinity with 185,985 pairs from IEDB/IMGT. The task is: Regression. Given a peptide amino acid sequence and an MHC pseudo amino acid sequence, predict their binding affinity value. This is MHC class I binding data. (1) The peptide sequence is REVSTAAVT. The MHC is HLA-B18:01 with pseudo-sequence HLA-B18:01. The binding affinity (normalized) is 0.101. (2) The peptide sequence is WPTVRERM. The MHC is HLA-A26:01 with pseudo-sequence HLA-A26:01. The binding affinity (normalized) is 0. (3) The peptide sequence is SYKSSKRDKF. The MHC is HLA-A29:02 with pseudo-sequence HLA-A29:02. The binding affinity (normalized) is 0.149. (4) The peptide sequence is LPADPASVL. The MHC is HLA-B37:01 with pseudo-sequence HLA-B37:01. The binding affinity (normalized) is 0.0847. (5) The binding affinity (normalized) is 0.474. The peptide sequence is TTVNTLSER. The MHC is HLA-A33:01 with pseudo-sequence HLA-A33:01. (6) The MHC is HLA-A29:02 with pseudo-sequence HLA-A29:02. The binding affinity (normalized) is 0.467. The peptide sequence is CTSSTCMMCY. (7) The peptide sequence is AVFQPSTGNY. The MHC is HLA-A29:02 with pseudo-sequence HLA-A29:02. The binding affinity (normalized) is 0.380. (8) The peptide sequence is VRDVVMPAL. The MHC is HLA-A80:01 with pseudo-sequence HLA-A80:01. The binding affinity (normalized) is 0.0847.